From a dataset of Forward reaction prediction with 1.9M reactions from USPTO patents (1976-2016). Predict the product of the given reaction. (1) Given the reactants C([O:8][C:9](=[O:33])[C@@H:10]([NH:15][C:16](=[O:32])[C@@H:17]([NH:22][C:23](=[O:31])[CH2:24][N:25]1[CH2:30][CH2:29][O:28][CH2:27][CH2:26]1)[C:18]([CH3:21])([CH3:20])[CH3:19])[CH2:11][CH:12]([CH3:14])[CH3:13])C1C=CC=CC=1, predict the reaction product. The product is: [CH3:21][C:18]([CH3:19])([CH3:20])[C@H:17]([NH:22][C:23](=[O:31])[CH2:24][N:25]1[CH2:30][CH2:29][O:28][CH2:27][CH2:26]1)[C:16]([NH:15][C@@H:10]([CH2:11][CH:12]([CH3:14])[CH3:13])[C:9]([OH:33])=[O:8])=[O:32]. (2) Given the reactants Br[C:2]1[C:3]([CH:8]=[N:9][NH:10][CH3:11])=[N:4][CH:5]=[CH:6][CH:7]=1.CN[C@@H]1CCCC[C@H]1NC.C(=O)([O-])[O-].[K+].[K+], predict the reaction product. The product is: [CH3:11][N:10]1[C:2]2[C:3](=[N:4][CH:5]=[CH:6][CH:7]=2)[CH:8]=[N:9]1. (3) Given the reactants [CH:1]12[CH2:10][CH:5]3[CH2:6][CH:7]([CH2:9][CH:3]([CH2:4]3)[CH:2]1[NH:11][C:12]([C:14]1[CH:15]=[N:16][N:17]([CH3:20])[C:18]=1Cl)=[O:13])[CH2:8]2.[CH2:21]([NH:23][CH2:24][CH3:25])[CH3:22], predict the reaction product. The product is: [CH:1]12[CH2:10][CH:5]3[CH2:6][CH:7]([CH2:9][CH:3]([CH2:4]3)[CH:2]1[NH:11][C:12]([C:14]1[CH:15]=[N:16][N:17]([CH3:20])[C:18]=1[N:23]([CH2:24][CH3:25])[CH2:21][CH3:22])=[O:13])[CH2:8]2. (4) Given the reactants F[C:2]1[CH:9]=[C:8]([CH2:10][NH:11][CH2:12][C:13]2[CH:18]=[CH:17][CH:16]=[CH:15][C:14]=2[F:19])[CH:7]=[CH:6][C:3]=1[C:4]#[N:5].FC1C=CC=CC=1CN.BrCC1C=CC(C#N)=CC=1, predict the reaction product. The product is: [F:19][C:14]1[CH:15]=[CH:16][CH:17]=[CH:18][C:13]=1[CH2:12][NH:11][CH2:10][C:8]1[CH:9]=[CH:2][C:3]([C:4]#[N:5])=[CH:6][CH:7]=1. (5) Given the reactants [Cl:1][C:2]1[CH:3]=[CH:4][CH:5]=[C:6]2[C:11]=1[N:10]=[C:9](O)[C:8]([CH3:13])=[N:7]2.P(Cl)(Cl)([Cl:16])=O, predict the reaction product. The product is: [Cl:16][C:9]1[C:8]([CH3:13])=[N:7][C:6]2[C:11]([N:10]=1)=[C:2]([Cl:1])[CH:3]=[CH:4][CH:5]=2. (6) The product is: [F:23][C:24]1[CH:30]=[CH:29][C:27]([NH:4][C:3]([C:5]2[C:9]([NH:10][CH2:11][CH2:12][NH:13][S:14]([CH3:17])(=[O:16])=[O:15])=[N:8][O:7][N:6]=2)=[N:2][OH:1])=[CH:26][C:25]=1[CH3:31]. Given the reactants [OH:1][N:2]=[C:3]([C:5]1[C:9]([NH:10][CH2:11][CH2:12][NH:13][S:14]([CH3:17])(=[O:16])=[O:15])=[N:8][O:7][N:6]=1)[NH2:4].Cl.N([O-])=O.[Na+].[F:23][C:24]1[CH:30]=[CH:29][C:27](N)=[CH:26][C:25]=1[CH3:31], predict the reaction product.